From a dataset of Peptide-MHC class I binding affinity with 185,985 pairs from IEDB/IMGT. Regression. Given a peptide amino acid sequence and an MHC pseudo amino acid sequence, predict their binding affinity value. This is MHC class I binding data. (1) The peptide sequence is RMFKRVFNM. The MHC is BoLA-HD6 with pseudo-sequence BoLA-HD6. The binding affinity (normalized) is 1.00. (2) The peptide sequence is TTDDSTSYY. The MHC is HLA-C04:01 with pseudo-sequence YSAGYREKYRQADVNKLYLRFNFYTWAERAYTWY. The binding affinity (normalized) is 0.0847. (3) The peptide sequence is RPGGKKQYM. The MHC is HLA-B81:01 with pseudo-sequence HLA-B81:01. The binding affinity (normalized) is 0.0937. (4) The peptide sequence is NVHRSQFAQ. The MHC is HLA-A26:02 with pseudo-sequence HLA-A26:02. The binding affinity (normalized) is 0.0847.